This data is from Forward reaction prediction with 1.9M reactions from USPTO patents (1976-2016). The task is: Predict the product of the given reaction. (1) The product is: [NH2:9][C:10]1[NH:11][N:12]([C:21]2[C:22]([Cl:29])=[CH:23][C:24]([Cl:28])=[CH:25][C:26]=2[Cl:27])[C:13](=[O:20])[C:14]=1[N:15]1[CH:19]=[CH:18][CH:17]=[N:16]1. Given the reactants C([NH:9][C:10]1[NH:11][N:12]([C:21]2[C:26]([Cl:27])=[CH:25][C:24]([Cl:28])=[CH:23][C:22]=2[Cl:29])[C:13](=[O:20])[C:14]=1[N:15]1[CH:19]=[CH:18][CH:17]=[N:16]1)(=O)C1C=CC=CC=1.O.O.O.O.O.O.O.O.[OH-].[Ba+2].[OH-].[OH-].[Na+].Cl, predict the reaction product. (2) The product is: [CH2:18]([N:2]1[CH:3]=[CH:4][C:5]2[N:6]=[C:7]([S:16][CH3:17])[N:8]=[CH:9][C:10]=2[C:11]1=[O:13])[C:20]1[CH:25]=[CH:24][CH:23]=[CH:22][CH:21]=1. Given the reactants C[N:2]([CH3:18])/[CH:3]=[CH:4]/[C:5]1[C:10]([C:11]([O:13]CC)=O)=[CH:9][N:8]=[C:7]([S:16][CH3:17])[N:6]=1.C(N)[C:20]1[CH:25]=[CH:24][CH:23]=[CH:22][CH:21]=1.Cl, predict the reaction product.